This data is from Catalyst prediction with 721,799 reactions and 888 catalyst types from USPTO. The task is: Predict which catalyst facilitates the given reaction. Reactant: [Cl:1][C:2]1[C:10]2[N:9]=[C:8]([NH:11][C:12]3[C:13]([CH3:21])=[CH:14][C:15]([N:18]([CH3:20])[CH3:19])=[N:16][CH:17]=3)[N:7]([CH2:22][CH:23]=[CH2:24])[C:6]=2[C:5]([CH:25]([CH2:28][CH3:29])[CH2:26][CH3:27])=[CH:4][CH:3]=1.B.[O:31]1CCCC1.O.O.O.O.B(O[O-])([O-])[O-].[Na+].[Na+].[Na+].O. Product: [Cl:1][C:2]1[C:10]2[N:9]=[C:8]([NH:11][C:12]3[CH:17]=[N:16][C:15]([N:18]([CH3:19])[CH3:20])=[CH:14][C:13]=3[CH3:21])[N:7]([CH2:22][CH:23]([OH:31])[CH3:24])[C:6]=2[C:5]([CH:25]([CH2:26][CH3:27])[CH2:28][CH3:29])=[CH:4][CH:3]=1. The catalyst class is: 7.